This data is from Catalyst prediction with 721,799 reactions and 888 catalyst types from USPTO. The task is: Predict which catalyst facilitates the given reaction. Reactant: [Br:1][C:2]1[CH:23]=[N:22][C:5]2[N:6]([CH2:20][CH3:21])[C:7]3[N:15]=[C:14]([C:16]([F:19])([F:18])[F:17])[CH:13]=[CH:12][C:8]=3[NH:9][C:10](=[O:11])[C:4]=2[CH:3]=1.[H-].[Na+].[CH3:26]I. Product: [Br:1][C:2]1[CH:23]=[N:22][C:5]2[N:6]([CH2:20][CH3:21])[C:7]3[N:15]=[C:14]([C:16]([F:17])([F:18])[F:19])[CH:13]=[CH:12][C:8]=3[N:9]([CH3:26])[C:10](=[O:11])[C:4]=2[CH:3]=1. The catalyst class is: 18.